Dataset: NCI-60 drug combinations with 297,098 pairs across 59 cell lines. Task: Regression. Given two drug SMILES strings and cell line genomic features, predict the synergy score measuring deviation from expected non-interaction effect. (1) Cell line: CAKI-1. Synergy scores: CSS=32.8, Synergy_ZIP=-11.7, Synergy_Bliss=-4.39, Synergy_Loewe=-0.927, Synergy_HSA=1.15. Drug 2: C1CC(C1)(C(=O)O)C(=O)O.[NH2-].[NH2-].[Pt+2]. Drug 1: C1=CC(=CC=C1CC(C(=O)O)N)N(CCCl)CCCl.Cl. (2) Drug 1: C1=CC(=CC=C1CC(C(=O)O)N)N(CCCl)CCCl.Cl. Drug 2: C1=NC2=C(N1)C(=S)N=C(N2)N. Cell line: HCT-15. Synergy scores: CSS=45.5, Synergy_ZIP=-8.25, Synergy_Bliss=-8.90, Synergy_Loewe=-16.2, Synergy_HSA=-5.94. (3) Drug 1: CC(CN1CC(=O)NC(=O)C1)N2CC(=O)NC(=O)C2. Drug 2: CCN(CC)CCCC(C)NC1=C2C=C(C=CC2=NC3=C1C=CC(=C3)Cl)OC. Cell line: SF-295. Synergy scores: CSS=33.8, Synergy_ZIP=-1.94, Synergy_Bliss=0.0184, Synergy_Loewe=2.77, Synergy_HSA=2.91.